From a dataset of Catalyst prediction with 721,799 reactions and 888 catalyst types from USPTO. Predict which catalyst facilitates the given reaction. (1) Product: [CH2:38]([O:37][C:35](=[O:36])[CH2:34][CH:31]1[CH2:30][CH2:29][CH:28]([CH3:27])[CH2:33][N:32]1[C:16]([O:18][C:19]([CH3:20])([CH3:21])[CH3:22])=[O:17])[CH3:39]. Reactant: C(N(CC)CC)C.[C:16](O[C:16]([O:18][C:19]([CH3:22])([CH3:21])[CH3:20])=[O:17])([O:18][C:19]([CH3:22])([CH3:21])[CH3:20])=[O:17].C(O)(=O)C.[CH3:27][CH:28]1[CH2:33][NH:32][CH:31]([CH2:34][C:35]([O:37][CH2:38][CH3:39])=[O:36])[CH2:30][CH2:29]1. The catalyst class is: 4. (2) Reactant: [F:1][C:2]1[CH:7]=[C:6]([OH:8])[C:5]([O:9]C)=[CH:4][C:3]=1[C:11](=O)[CH3:12].[C:14](O)(=O)C. Product: [CH2:11]([C:3]1[CH:4]=[C:5]([OH:9])[C:6]([O:8][CH3:14])=[CH:7][C:2]=1[F:1])[CH3:12]. The catalyst class is: 401. (3) Reactant: [S:1]([CH2:11][CH2:12][O:13][C:14](=[O:17])[CH:15]=[CH2:16])([C:4]1[CH:10]=[CH:9][C:7]([CH3:8])=[CH:6][CH:5]=1)(=[O:3])=[O:2].[OH:18][CH2:19][CH2:20][CH2:21][CH2:22][O:23][C:24](=[O:27])[CH:25]=[CH2:26].[CH3:28][O:29][C:30](=[O:34])[C:31]([CH3:33])=[CH2:32].CC(N=NC(C#N)(C)C)(C#N)C. Product: [S:1]([CH2:11][CH2:12][O:13][C:14](=[O:17])[CH:15]=[CH2:16])([C:4]1[CH:5]=[CH:6][C:7]([CH3:8])=[CH:9][CH:10]=1)(=[O:3])=[O:2].[OH:18][CH2:19][CH2:20][CH2:21][CH2:22][O:23][C:24](=[O:27])[CH:25]=[CH2:26].[CH3:28][O:29][C:30](=[O:34])[C:31]([CH3:33])=[CH2:32]. The catalyst class is: 7. (4) Reactant: [C:1]([C:4]1[C:22](=[O:23])[C@@:8]2([CH3:24])[C:9]3[C:15]([OH:16])=[CH:14][C:13]([O:17][CH3:18])=[C:12]([C:19]([NH2:21])=[O:20])[C:10]=3[O:11][C:7]2=[CH:6][C:5]=1[OH:25])(=[O:3])[CH3:2].[CH:26](=O)[C:27]1[C:28]([O:33][CH3:34])=[CH:29][CH:30]=[CH:31][CH:32]=1.C([SiH](CC)CC)C.FC(F)(F)C(O)=O. Product: [C:1]([C:4]1[C:22](=[O:23])[C@@:8]2([CH3:24])[C:9]3[C:15]([OH:16])=[CH:14][C:13]([O:17][CH3:18])=[C:12]([C:19]([NH:21][CH2:26][C:27]4[CH:32]=[CH:31][CH:30]=[CH:29][C:28]=4[O:33][CH3:34])=[O:20])[C:10]=3[O:11][C:7]2=[CH:6][C:5]=1[OH:25])(=[O:3])[CH3:2]. The catalyst class is: 11. (5) Reactant: [CH2:1]([O:10][CH2:11][CH:12]([CH2:19][CH3:20])[CH2:13][CH:14]([CH2:17][CH3:18])[CH2:15][OH:16])[CH2:2][CH2:3][CH2:4][CH2:5][CH2:6][CH2:7][CH2:8][CH3:9].CN(C)[C:23]1[CH:28]=[CH:27][CH:26]=[CH:25][CH:24]=1.O1CCCC1.[C:35](Cl)(=[O:45])[CH2:36][CH2:37][CH2:38][CH2:39][CH2:40]CCCC. Product: [CH2:1]([O:10][CH2:11][CH:12]([CH2:19][CH3:20])[CH2:13][CH:14]([CH2:17][CH3:18])[CH2:15][O:16][C:35](=[O:45])[CH2:36][CH2:37][CH2:38][CH2:39][CH2:40][CH2:24][CH2:25][CH2:26][CH2:27][CH2:28][CH3:23])[CH2:2][CH2:3][CH2:4][CH2:5][CH2:6][CH2:7][CH2:8][CH3:9]. The catalyst class is: 6. (6) Reactant: [Cl:1][C:2]1[N:7]=[C:6]([C:8]([NH2:10])=O)[CH:5]=[C:4]([CH3:11])[N:3]=1.N1C=CC=CC=1.FC(F)(F)C(OC(=O)C(F)(F)F)=O. Product: [Cl:1][C:2]1[N:7]=[C:6]([C:8]#[N:10])[CH:5]=[C:4]([CH3:11])[N:3]=1. The catalyst class is: 2. (7) Reactant: C([O:9][C@H:10]1[CH2:15][C:14]([F:17])([F:16])[CH2:13][CH2:12][C@@H:11]1[C:18]1[N:22]([CH2:23][O:24][CH2:25][CH2:26][O:27][CH3:28])[N:21]=[CH:20][CH:19]=1)(=O)C1C=CC=CC=1.C(=O)([O-])[O-].[K+].[K+]. Product: [F:17][C:14]1([F:16])[CH2:15][C@H:10]([OH:9])[C@@H:11]([C:18]2[N:22]([CH2:23][O:24][CH2:25][CH2:26][O:27][CH3:28])[N:21]=[CH:20][CH:19]=2)[CH2:12][CH2:13]1. The catalyst class is: 5.